From a dataset of Reaction yield outcomes from USPTO patents with 853,638 reactions. Predict the reaction yield, written as a fraction of the theoretical maximum amount of product (1.0 means a 100% yield; for example, 0.34 means a 34% yield). (1) The reactants are [OH-].[Na+].[S:3]1[CH2:7][C:6](=[O:8])[NH:5][C:4]1=[O:9].[F:10][C:11]([F:25])([F:24])[C:12]1[CH:13]=[C:14]([CH:17]=[C:18]([C:20]([F:23])([F:22])[F:21])[CH:19]=1)[CH2:15]Br.C(O)C. The catalyst is O. The product is [F:10][C:11]([F:24])([F:25])[C:12]1[CH:13]=[C:14]([CH:17]=[C:18]([C:20]([F:23])([F:21])[F:22])[CH:19]=1)[CH2:15][N:5]1[C:6](=[O:8])[CH2:7][S:3][C:4]1=[O:9]. The yield is 0.725. (2) The reactants are [CH3:1][N:2]1[C:6]([C:7]2[CH:12]=[CH:11][CH:10]=[CH:9][C:8]=2[C:13]([F:16])([F:15])[F:14])=[C:5]([CH3:17])[C:4]([C:18]([OH:20])=O)=[CH:3]1.C(Cl)(=O)C(Cl)=O.[CH3:27][S:28]([C:31]1[CH:37]=[CH:36][C:34]([NH2:35])=[CH:33][CH:32]=1)(=[O:30])=[O:29].CCN(C(C)C)C(C)C. The catalyst is C(Cl)Cl.C1COCC1. The product is [CH3:27][S:28]([C:31]1[CH:37]=[CH:36][C:34]([NH:35][C:18]([C:4]2[C:5]([CH3:17])=[C:6]([C:7]3[CH:12]=[CH:11][CH:10]=[CH:9][C:8]=3[C:13]([F:16])([F:14])[F:15])[N:2]([CH3:1])[CH:3]=2)=[O:20])=[CH:33][CH:32]=1)(=[O:29])=[O:30]. The yield is 0.280. (3) The reactants are Cl[C:2]1[CH:3]=[CH:4][C:5]2[O:14][CH2:13][CH2:12][C:11]3[CH:10]=[C:9]([C:15]4[N:16]([C:20]5[CH:25]=[CH:24][C:23]([F:26])=[CH:22][C:21]=5[F:27])[N:17]=[CH:18][N:19]=4)[S:8][C:7]=3[C:6]=2[N:28]=1.N1CCOCC1.C(N1C[CH2:45][N:44]2[CH2:47][CH2:48][N:49]([CH2:50][CH2:51]CC)P1N(CCCC)CC2)CCC.CC(C)([O-])C. The catalyst is O1CCOCC1.CC([O-])=O.CC([O-])=O.[Pd+2]. The product is [F:27][C:21]1[CH:22]=[C:23]([F:26])[CH:24]=[CH:25][C:20]=1[N:16]1[C:15]([C:9]2[S:8][C:7]3[C:6]4[N:28]=[C:2]([N:49]5[CH2:48][CH2:47][N:44]([CH3:45])[CH2:51][CH2:50]5)[CH:3]=[CH:4][C:5]=4[O:14][CH2:13][CH2:12][C:11]=3[CH:10]=2)=[N:19][CH:18]=[N:17]1. The yield is 0.310. (4) The reactants are [C:1]([O:9][C@H:10]1[CH2:14][C@@H:13]([OH:15])[CH2:12][C@@H:11]1[C:16]1[N:20]([CH3:21])[N:19]=[CH:18][CH:17]=1)(=[O:8])[C:2]1[CH:7]=[CH:6][CH:5]=[CH:4][CH:3]=1.CC(OI1(OC(C)=O)(OC(C)=O)OC(=O)C2C=CC=CC1=2)=O.C(=O)([O-])O.[Na+]. The catalyst is ClCCl. The product is [C:1]([O:9][C@H:10]1[CH2:14][C:13](=[O:15])[CH2:12][C@@H:11]1[C:16]1[N:20]([CH3:21])[N:19]=[CH:18][CH:17]=1)(=[O:8])[C:2]1[CH:3]=[CH:4][CH:5]=[CH:6][CH:7]=1. The yield is 0.690. (5) The reactants are C[O:2][C:3](=[O:24])[C:4]1[CH:9]=[CH:8][C:7]([O:10][CH2:11][C:12]2[C:13]([C:18]3[CH:23]=[CH:22][CH:21]=[CH:20][CH:19]=3)=[N:14][O:15][C:16]=2[CH3:17])=[N:6][CH:5]=1.[OH-].[Na+]. The catalyst is C(O)C. The product is [CH3:17][C:16]1[O:15][N:14]=[C:13]([C:18]2[CH:19]=[CH:20][CH:21]=[CH:22][CH:23]=2)[C:12]=1[CH2:11][O:10][C:7]1[CH:8]=[CH:9][C:4]([C:3]([OH:24])=[O:2])=[CH:5][N:6]=1. The yield is 0.450. (6) The reactants are C(=O)([O-])[O-].[K+].[K+].Cl.[NH2:8][OH:9].[C:10]([C:12]1([NH:15][S:16]([C:18]([CH3:21])([CH3:20])[CH3:19])=[O:17])[CH2:14][CH2:13]1)#[N:11]. The catalyst is CCO. The product is [CH3:19][C:18]([CH3:21])([S:16]([NH:15][C:12]1(/[C:10](=[N:8]/[OH:9])/[NH2:11])[CH2:14][CH2:13]1)=[O:17])[CH3:20]. The yield is 0.960. (7) The yield is 0.900. The product is [Br:6][C:7]1[CH:8]=[CH:9][C:10]([OH:16])=[C:11]([CH2:13][CH3:14])[CH:12]=1. The reactants are [OH-].[Na+].O.NN.[Br:6][C:7]1[CH:8]=[CH:9][C:10]([OH:16])=[C:11]([C:13](=O)[CH3:14])[CH:12]=1. The catalyst is C(O)COCCOCCO. (8) The reactants are [F:1][C:2]1[CH:3]=[C:4]([N:9]2[CH:13]=[N:12][C:11]([C:14]([OH:16])=O)=[N:10]2)[CH:5]=[CH:6][C:7]=1[F:8].[N:17]1[CH:18]=[CH:19][N:20]2[CH:25]=[CH:24][N:23]=[C:22]([N:26]3[CH2:30][CH2:29][C@H:28]([NH2:31])[CH2:27]3)[C:21]=12.C(N(CC)CC)C.CN(C(ON1N=NC2C=CC=NC1=2)=[N+](C)C)C.F[P-](F)(F)(F)(F)F. The catalyst is CS(C)=O. The product is [F:1][C:2]1[CH:3]=[C:4]([N:9]2[CH:13]=[N:12][C:11]([C:14]([NH:31][C@H:28]3[CH2:29][CH2:30][N:26]([C:22]4[C:21]5[N:20]([CH:19]=[CH:18][N:17]=5)[CH:25]=[CH:24][N:23]=4)[CH2:27]3)=[O:16])=[N:10]2)[CH:5]=[CH:6][C:7]=1[F:8]. The yield is 0.250. (9) The reactants are [CH3:1][C:2]1[C:3]2[CH:12]=[CH:11][CH:10]=[CH:9][C:4]=2[S:5][C:6]=1[CH:7]=O.CN.CC(O)=O.[C:19]([BH3-])#[N:20].[Na+]. The catalyst is CO. The product is [CH3:1][C:2]1[C:3]2[CH:12]=[CH:11][CH:10]=[CH:9][C:4]=2[S:5][C:6]=1[CH2:7][NH:20][CH3:19]. The yield is 0.560. (10) The reactants are C1([SiH3])C=CC=CC=1.[Cl:8][C:9]1[C:14]([F:15])=[C:13]([CH:16]=[CH2:17])[N:12]=[CH:11][N:10]=1.[Cl:18][CH2:19][C:20]([C:22]1[CH:27]=[CH:26][C:25]([F:28])=[CH:24][C:23]=1[F:29])=[O:21].C(C1N=CC=CN=1)=C. The catalyst is O1CCCC1.CN([C@@H]([C]1[C](P(C2C=CC=CC=2)C2C=CC=CC=2)[CH][CH][CH]1)C1C=CC=C(P(C2C=CC=CC=2)C2C=CC=CC=2)C=1)C.[CH]1[CH][CH][CH][CH]1.[Fe]. The product is [Cl:18][CH2:19][C@@:20]([C:22]1[CH:27]=[CH:26][C:25]([F:28])=[CH:24][C:23]=1[F:29])([OH:21])[C@H:16]([C:13]1[C:14]([F:15])=[C:9]([Cl:8])[N:10]=[CH:11][N:12]=1)[CH3:17]. The yield is 0.650.